This data is from Reaction yield outcomes from USPTO patents with 853,638 reactions. The task is: Predict the reaction yield, written as a fraction of the theoretical maximum amount of product (1.0 means a 100% yield; for example, 0.34 means a 34% yield). (1) The reactants are [CH3:1][N:2]1[CH2:7][CH2:6][C:5]([C:9]2[CH:10]=[C:11]3[C:15](=[CH:16][CH:17]=2)[CH2:14][N:13](C(C2C=CC=CC=2)(C2C=CC=CC=2)C2C=CC=CC=2)[CH2:12]3)([OH:8])[CH2:4][CH2:3]1.[ClH:37]. The catalyst is CO. The product is [ClH:37].[ClH:37].[CH2:14]1[C:15]2[C:11](=[CH:10][C:9]([C:5]3([OH:8])[CH2:6][CH2:7][N:2]([CH3:1])[CH2:3][CH2:4]3)=[CH:17][CH:16]=2)[CH2:12][NH:13]1. The yield is 1.00. (2) The reactants are [CH3:1][N:2]([CH3:34])[C:3]([C:5]1[C:22]([CH2:23][CH:24](O)[CH2:25][C:26]2[CH:31]=[CH:30][CH:29]=[CH:28][CH:27]=2)=[C:21]([OH:33])[C:8]2[N:9]=[C:10]([CH3:20])[N:11](COCC[Si](C)(C)C)[C:7]=2[CH:6]=1)=[O:4].P(=O)(O)(O)O.[OH-].[Na+]. The catalyst is O. The product is [CH3:1][N:2]([CH3:34])[C:3]([C:5]1[C:22]2[CH2:23][CH2:24][CH:25]([C:26]3[CH:31]=[CH:30][CH:29]=[CH:28][CH:27]=3)[O:33][C:21]=2[C:8]2[N:9]=[C:10]([CH3:20])[NH:11][C:7]=2[CH:6]=1)=[O:4]. The yield is 0.720.